Dataset: hERG potassium channel inhibition data for cardiac toxicity prediction from Karim et al.. Task: Regression/Classification. Given a drug SMILES string, predict its toxicity properties. Task type varies by dataset: regression for continuous values (e.g., LD50, hERG inhibition percentage) or binary classification for toxic/non-toxic outcomes (e.g., AMES mutagenicity, cardiotoxicity, hepatotoxicity). Dataset: herg_karim. The compound is CN(CCCN)C(=O)N1CC(c2cc(F)ccc2F)=C[C@H]1c1ccccc1. The result is 1 (blocker).